From a dataset of Reaction yield outcomes from USPTO patents with 853,638 reactions. Predict the reaction yield, written as a fraction of the theoretical maximum amount of product (1.0 means a 100% yield; for example, 0.34 means a 34% yield). (1) The reactants are Cl.[NH2:2][C@@H:3]([C:5]1[CH:10]=[CH:9][C:8]([NH:11][S:12]([CH3:15])(=[O:14])=[O:13])=[C:7]([CH2:16][OH:17])[CH:6]=1)[CH3:4].[C:18]([C:22]1[C:32]([F:33])=[CH:31][C:25]([O:26][CH2:27][C:28](O)=[O:29])=[CH:24][C:23]=1[F:34])([CH3:21])([CH3:20])[CH3:19].CN(C)CCCN=C=NCC. The catalyst is CN(C)C=O.CN(C)C1C=CN=CC=1. The product is [C:18]([C:22]1[C:23]([F:34])=[CH:24][C:25]([O:26][CH2:27][C:28]([NH:2][C@@H:3]([C:5]2[CH:10]=[CH:9][C:8]([NH:11][S:12]([CH3:15])(=[O:14])=[O:13])=[C:7]([CH2:16][OH:17])[CH:6]=2)[CH3:4])=[O:29])=[CH:31][C:32]=1[F:33])([CH3:21])([CH3:19])[CH3:20]. The yield is 0.360. (2) The reactants are [CH2:1]([O:3][P:4]([CH2:9][NH:10][C:11]([C:13]1[C:14]2[CH:15]=[CH:16][CH:17]=[N:18][C:19]=2[C:20]([O:35]C(C2C=CC=CC=2)C2C=CC=CC=2)=[C:21]2[C:25](=[O:26])[N:24]([CH2:27][C:28]3[CH:33]=[CH:32][C:31]([F:34])=[CH:30][CH:29]=3)[CH2:23][C:22]=12)=[O:12])(=[O:8])[O:5][CH2:6][CH3:7])[CH3:2].C(O)(C(F)(F)F)=O. The catalyst is C(Cl)Cl. The product is [CH2:6]([O:5][P:4]([CH2:9][NH:10][C:11]([C:13]1[C:14]2[CH:15]=[CH:16][CH:17]=[N:18][C:19]=2[C:20]([OH:35])=[C:21]2[C:25](=[O:26])[N:24]([CH2:27][C:28]3[CH:29]=[CH:30][C:31]([F:34])=[CH:32][CH:33]=3)[CH2:23][C:22]=12)=[O:12])(=[O:8])[O:3][CH2:1][CH3:2])[CH3:7]. The yield is 0.660. (3) The yield is 0.560. The product is [Cl:20][C:18]1[CH:19]=[C:14]([NH2:13])[CH:15]=[C:16]([Cl:22])[C:17]=1[O:21][C:2]1[S:3][C:4]2[CH:10]=[C:9]([O:11][CH3:12])[CH:8]=[CH:7][C:5]=2[N:6]=1. The catalyst is CS(C)=O. The reactants are Cl[C:2]1[S:3][C:4]2[CH:10]=[C:9]([O:11][CH3:12])[CH:8]=[CH:7][C:5]=2[N:6]=1.[NH2:13][C:14]1[CH:19]=[C:18]([Cl:20])[C:17]([OH:21])=[C:16]([Cl:22])[CH:15]=1.C([O-])([O-])=O.[K+].[K+]. (4) The catalyst is O. The yield is 0.880. The reactants are Cl.[CH3:2][O:3][C:4]1[CH:5]=[C:6]([CH:8]=[C:9]([O:17][CH3:18])[C:10]=1[O:11][CH2:12][C:13]([F:16])([F:15])[F:14])N.Cl.N([O-])=O.[Na+].[I-:24].[K+]. The product is [I:24][C:6]1[CH:5]=[C:4]([O:3][CH3:2])[C:10]([O:11][CH2:12][C:13]([F:16])([F:15])[F:14])=[C:9]([O:17][CH3:18])[CH:8]=1.